Predict the product of the given reaction. From a dataset of Forward reaction prediction with 1.9M reactions from USPTO patents (1976-2016). Given the reactants Br[C:2]1[CH:3]=[C:4]([CH:7]=[CH:8][CH:9]=1)[CH2:5][OH:6].C(=O)([O-])[O-].[Cs+].[Cs+].[CH2:16](B(CC)CC)[CH3:17], predict the reaction product. The product is: [CH2:16]([C:2]1[CH:3]=[C:4]([CH2:5][OH:6])[CH:7]=[CH:8][CH:9]=1)[CH3:17].